From a dataset of Forward reaction prediction with 1.9M reactions from USPTO patents (1976-2016). Predict the product of the given reaction. (1) Given the reactants C1(C2C3C(=CC=CC=3)C=CC=2P(C2C=CC=CC=2)C2C=CC=CC=2)C2C(=CC=CC=2)C=CC=1P(C1C=CC=CC=1)C1C=CC=CC=1.Br[C:48]1[CH:49]=[C:50]([C:55]#[N:56])[CH:51]=[C:52]([F:54])[CH:53]=1.[CH2:57]([O:59]C([Sn](CCCC)(CCCC)CCCC)=C)[CH3:58], predict the reaction product. The product is: [C:57]([C:48]1[CH:49]=[C:50]([C:55]#[N:56])[CH:51]=[C:52]([F:54])[CH:53]=1)(=[O:59])[CH3:58]. (2) Given the reactants [CH2:1]([O:3][C:4]1[CH:5]=[C:6]([C@@H:12]2[C@H:17]([NH:18][C:19]([C:21]3[CH:30]=[CH:29][C:24]([C:25]([O:27][CH3:28])=[O:26])=[CH:23][CH:22]=3)=O)[CH2:16][CH2:15][S:14][CH2:13]2)[CH:7]=[CH:8][C:9]=1[O:10][CH3:11])[CH3:2].C(=O)([O-])[O-].[K+].[K+].O=P(Cl)(Cl)Cl, predict the reaction product. The product is: [CH2:1]([O:3][C:4]1[C:9]([O:10][CH3:11])=[CH:8][C:7]2[C:19]([C:21]3[CH:30]=[CH:29][C:24]([C:25]([O:27][CH3:28])=[O:26])=[CH:23][CH:22]=3)=[N:18][C@@H:17]3[CH2:16][CH2:15][S:14][CH2:13][C@@H:12]3[C:6]=2[CH:5]=1)[CH3:2]. (3) Given the reactants [CH3:1][C:2]1[C:3]([NH:8][C:9]2[C:18]3[C:13](=[CH:14][CH:15]=[C:16](SC4CCOC4)[CH:17]=3)[N:12]=[CH:11][CH:10]=2)=[N:4][NH:5][C:6]=1[CH3:7].O[O:26][S:27]([O-:29])=O.[K+].[CH2:31]1[CH2:35][O:34][CH2:33][CH2:32]1, predict the reaction product. The product is: [CH3:1][C:2]1[C:3]([NH:8][C:9]2[C:18]3[C:13](=[CH:14][CH:15]=[C:16]([S:27]([CH:32]4[CH2:31][CH2:35][O:34][CH2:33]4)(=[O:29])=[O:26])[CH:17]=3)[N:12]=[CH:11][CH:10]=2)=[N:4][NH:5][C:6]=1[CH3:7]. (4) Given the reactants [CH:1]([S:4]([C:7]1[CH:12]=[CH:11][C:10]([N+:13]([O-])=O)=[CH:9][C:8]=1[C:16]1[N:17]([C:21]([O:23][C:24]([CH3:27])([CH3:26])[CH3:25])=[O:22])[CH:18]=[CH:19][CH:20]=1)(=[O:6])=[O:5])([CH3:3])[CH3:2], predict the reaction product. The product is: [NH2:13][C:10]1[CH:11]=[CH:12][C:7]([S:4]([CH:1]([CH3:3])[CH3:2])(=[O:6])=[O:5])=[C:8]([CH:16]2[CH2:20][CH2:19][CH2:18][N:17]2[C:21]([O:23][C:24]([CH3:27])([CH3:25])[CH3:26])=[O:22])[CH:9]=1. (5) Given the reactants C([O:8][C:9]1[C:10](=[O:28])[CH:11]=[CH:12][N:13]2[CH2:18][CH2:17][N:16]([CH2:19][C:20]3[CH:25]=[CH:24][C:23]([F:26])=[CH:22][CH:21]=3)[C:15](=[O:27])[C:14]=12)C1C=CC=CC=1.CO, predict the reaction product. The product is: [F:26][C:23]1[CH:22]=[CH:21][C:20]([CH2:19][N:16]2[CH2:17][CH2:18][N:13]3[CH:12]=[CH:11][C:10](=[O:28])[C:9]([OH:8])=[C:14]3[C:15]2=[O:27])=[CH:25][CH:24]=1. (6) The product is: [Cl:8][C:4]1[CH:5]=[N:6][CH:7]=[C:2]([C:20]2[CH:21]=[CH:22][C:17]([C:16]([F:27])([F:26])[F:15])=[CH:18][CH:19]=2)[N:3]=1. Given the reactants Cl[C:2]1[CH:7]=[N:6][CH:5]=[C:4]([Cl:8])[N:3]=1.C(=O)([O-])[O-].[Na+].[Na+].[F:15][C:16]([F:27])([F:26])[C:17]1[CH:22]=[CH:21][C:20](B(O)O)=[CH:19][CH:18]=1, predict the reaction product.